From a dataset of Forward reaction prediction with 1.9M reactions from USPTO patents (1976-2016). Predict the product of the given reaction. Given the reactants O[CH2:2][C:3]([NH:6][C:7](=[O:19])[C:8]1[CH:13]=[C:12]([C:14]([F:17])([F:16])[F:15])[CH:11]=[C:10]([I:18])[CH:9]=1)([CH3:5])[CH3:4].S(Cl)(Cl)=O, predict the reaction product. The product is: [I:18][C:10]1[CH:9]=[C:8]([C:7]2[O:19][CH2:2][C:3]([CH3:4])([CH3:5])[N:6]=2)[CH:13]=[C:12]([C:14]([F:15])([F:16])[F:17])[CH:11]=1.